This data is from Reaction yield outcomes from USPTO patents with 853,638 reactions. The task is: Predict the reaction yield, written as a fraction of the theoretical maximum amount of product (1.0 means a 100% yield; for example, 0.34 means a 34% yield). (1) The reactants are [I:1]Cl.[N-:3]=[N+:4]=[N-:5].[Na+].[OH:7][CH2:8][CH2:9][O:10][CH2:11][N:12]1[CH:19]=[C:18]([CH:20]=[CH2:21])[C:16](=[O:17])[NH:15][C:13]1=[O:14]. The catalyst is C(#N)C.C(Cl)(Cl)Cl.CO. The product is [OH:7][CH2:8][CH2:9][O:10][CH2:11][N:12]1[CH:19]=[C:18]([CH:20]([N:3]=[N+:4]=[N-:5])[CH2:21][I:1])[C:16](=[O:17])[NH:15][C:13]1=[O:14]. The yield is 0.340. (2) The reactants are [Br:1][C:2]1[CH:25]=[C:24]2[C:5]([CH2:6][C:7]3([C:17]42[NH:21][C:20](=S)[C:19]([CH3:23])=[N:18]4)[CH2:12][CH2:11][CH:10]([C:13]([F:16])([F:15])[F:14])[CH2:9][CH2:8]3)=[CH:4][CH:3]=1.[NH3:26]. No catalyst specified. The product is [Br:1][C:2]1[CH:25]=[C:24]2[C:5]([CH2:6][C:7]3([C:17]42[N:21]=[C:20]([NH2:26])[C:19]([CH3:23])=[N:18]4)[CH2:12][CH2:11][CH:10]([C:13]([F:16])([F:15])[F:14])[CH2:9][CH2:8]3)=[CH:4][CH:3]=1. The yield is 0.210. (3) The reactants are [NH2:1][C:2]1[N:7]=[CH:6][N:5]=[C:4]2[N:8]([CH2:12][C:13]3[N:14]([C:25]4[CH:30]=[CH:29][CH:28]=[CH:27][C:26]=4[CH3:31])[C:15](=[O:24])[C:16]4[C:21]([CH:22]=3)=[CH:20][CH:19]=[CH:18][C:17]=4[CH3:23])[N:9]=[C:10](I)[C:3]=12.[CH3:32][C@@H:33]([OH:36])[C:34]#[CH:35].N(C(C)C)C(C)C. The catalyst is C1COCC1.Cl[Pd](Cl)([P](C1C=CC=CC=1)(C1C=CC=CC=1)C1C=CC=CC=1)[P](C1C=CC=CC=1)(C1C=CC=CC=1)C1C=CC=CC=1.[Cu]I. The product is [NH2:1][C:2]1[N:7]=[CH:6][N:5]=[C:4]2[N:8]([CH2:12][C:13]3[N:14]([C:25]4[CH:30]=[CH:29][CH:28]=[CH:27][C:26]=4[CH3:31])[C:15](=[O:24])[C:16]4[C:21]([CH:22]=3)=[CH:20][CH:19]=[CH:18][C:17]=4[CH3:23])[N:9]=[C:10]([C:35]#[C:34][C@H:33]([OH:36])[CH3:32])[C:3]=12. The yield is 0.700. (4) The reactants are [CH2:1]([NH:8][C:9]([C:11]1[S:15][C:14]([N:16]2[CH2:21][CH2:20][CH2:19][C:18](=[CH:22][C:23]3[CH:24]=[N:25][CH:26]=[CH:27][CH:28]=3)[C:17]2=[O:29])=[N:13][C:12]=1[CH3:30])=[O:10])[C:2]1[CH:7]=[CH:6][CH:5]=[CH:4][CH:3]=1. The catalyst is C(OCC)(=O)C.[Pd]. The product is [CH2:1]([NH:8][C:9]([C:11]1[S:15][C:14]([N:16]2[CH2:21][CH2:20][CH2:19][CH:18]([CH2:22][C:23]3[CH:24]=[N:25][CH:26]=[CH:27][CH:28]=3)[C:17]2=[O:29])=[N:13][C:12]=1[CH3:30])=[O:10])[C:2]1[CH:3]=[CH:4][CH:5]=[CH:6][CH:7]=1. The yield is 0.920. (5) The reactants are [CH2:1](O)[CH2:2][CH2:3][CH2:4][CH3:5].CC([OH:12])CCC.[Cl-].C(N(CC)CC)C.[CH3:21][C:22]1[CH:35]=[C:34]2[C:25]([S:26][C:27]3[CH:28]=[C:29]([C:37](Cl)=[O:38])[CH:30]=[CH:31][C:32]=3[C:33]2=[O:36])=[CH:24][CH:23]=1. The catalyst is O.C(Cl)Cl. The product is [CH3:21][C:22]1[CH:35]=[C:34]2[C:25]([S:26][C:27]3[CH:28]=[C:29]([C:37]([O:38][CH2:1][CH2:2][CH2:3][CH2:4][CH3:5])=[O:12])[CH:30]=[CH:31][C:32]=3[C:33]2=[O:36])=[CH:24][CH:23]=1. The yield is 0.716. (6) The reactants are [OH:1][C:2]1[CH:11]=[CH:10][CH:9]=[CH:8][C:3]=1[C:4]([O:6][CH3:7])=[O:5].[Br:12]Br. The catalyst is C(Cl)(Cl)Cl.ClCCl. The product is [Br:12][C:9]1[CH:10]=[CH:11][C:2]([OH:1])=[C:3]([CH:8]=1)[C:4]([O:6][CH3:7])=[O:5]. The yield is 0.830. (7) The reactants are C([O-])=O.[NH4+].C([O:12][C:13]1[C:18]([CH3:19])=[CH:17][C:16]([C:20]2[NH:29][C:28](=[O:30])[C:27]3[C:22](=[CH:23][C:24]([O:32][CH3:33])=[CH:25][C:26]=3[OH:31])[N:21]=2)=[CH:15][C:14]=1[CH3:34])C1C=CC=CC=1. The catalyst is CN(C=O)C.[C].[Pd]. The product is [OH:31][C:26]1[CH:25]=[C:24]([O:32][CH3:33])[CH:23]=[C:22]2[C:27]=1[C:28](=[O:30])[NH:29][C:20]([C:16]1[CH:17]=[C:18]([CH3:19])[C:13]([OH:12])=[C:14]([CH3:34])[CH:15]=1)=[N:21]2. The yield is 0.740.